This data is from Reaction yield outcomes from USPTO patents with 853,638 reactions. The task is: Predict the reaction yield, written as a fraction of the theoretical maximum amount of product (1.0 means a 100% yield; for example, 0.34 means a 34% yield). (1) The reactants are [N:1]1([CH2:10][C:11]([OH:13])=O)[C:5]2[CH:6]=[CH:7][CH:8]=[CH:9][C:4]=2[N:3]=[CH:2]1.[F:14][C:15]1[CH:16]=[C:17]([C:22]2[N:23]=[C:24]([NH2:27])[S:25][CH:26]=2)[CH:18]=[CH:19][C:20]=1[F:21].CCCP(=O)=O. The catalyst is C(OCC)(=O)C.C(N(CC)CC)C. The product is [N:1]1([CH2:10][C:11]([NH:27][C:24]2[S:25][CH:26]=[C:22]([C:17]3[CH:18]=[CH:19][C:20]([F:21])=[C:15]([F:14])[CH:16]=3)[N:23]=2)=[O:13])[C:5]2[CH:6]=[CH:7][CH:8]=[CH:9][C:4]=2[N:3]=[CH:2]1. The yield is 0.480. (2) The reactants are [F:1][C:2]1[CH:3]=[C:4]([N:8]2[CH2:12][CH:11]([CH2:13][OH:14])[O:10][C:9]2=[O:15])[CH:5]=[CH:6][CH:7]=1.[I:16]N1C(=O)CCC1=O. The catalyst is FC(F)(F)C(O)=O. The product is [F:1][C:2]1[CH:3]=[C:4]([N:8]2[CH2:12][C@H:11]([CH2:13][OH:14])[O:10][C:9]2=[O:15])[CH:5]=[CH:6][C:7]=1[I:16]. The yield is 0.880. (3) The reactants are [Cl:1][C:2]1[CH:7]=[CH:6][C:5]([CH:8]2[CH2:13][NH:12][C:11](=[O:14])[C:10]3[S:15][C:16]([N:18]4[CH2:23][CH2:22][O:21][CH2:20][CH2:19]4)=[CH:17][C:9]2=3)=[CH:4][CH:3]=1.CC(C)([O-])C.[K+].Br[CH2:31][C:32]([O:34][CH3:35])=[O:33]. The catalyst is C1COCC1. The product is [Cl:1][C:2]1[CH:7]=[CH:6][C:5]([CH:8]2[CH2:13][N:12]([CH2:31][C:32]([O:34][CH3:35])=[O:33])[C:11](=[O:14])[C:10]3[S:15][C:16]([N:18]4[CH2:23][CH2:22][O:21][CH2:20][CH2:19]4)=[CH:17][C:9]2=3)=[CH:4][CH:3]=1. The yield is 0.840. (4) The reactants are [OH:1][C:2]1[CH:3]=[C:4]2[C:8](=[CH:9][CH:10]=1)[NH:7][C:6]([C:11]([OH:13])=O)=[CH:5]2.F[B-](F)(F)F.N1(OC(N(C)C)=[N+](C)C)C2C=CC=CC=2N=N1.[NH:36]1[CH2:41][CH2:40][O:39][CH2:38][CH2:37]1.C(N(C(C)C)C(C)C)C. The catalyst is CN(C=O)C. The product is [OH:1][C:2]1[CH:3]=[C:4]2[C:8](=[CH:9][CH:10]=1)[NH:7][C:6]([C:11]([N:36]1[CH2:41][CH2:40][O:39][CH2:38][CH2:37]1)=[O:13])=[CH:5]2. The yield is 0.830. (5) The reactants are [F:1][C:2]1[CH:17]=[CH:16][C:5]([O:6][CH2:7][CH2:8][CH2:9][C:10]2[N:14]=[C:13]([NH2:15])[NH:12][N:11]=2)=[CH:4][CH:3]=1.[F:18][CH:19]([F:28])[C:20](=O)[CH2:21][C:22](=O)[CH:23]([F:25])[F:24].ClC1C=CC(OCCCC2N=C(N)NN=2)=CC=1.FC1C=CC(O)=CC=1. No catalyst specified. The product is [F:18][CH:19]([F:28])[C:20]1[CH:21]=[C:22]([CH:23]([F:25])[F:24])[N:12]2[N:11]=[C:10]([CH2:9][CH2:8][CH2:7][O:6][C:5]3[CH:4]=[CH:3][C:2]([F:1])=[CH:17][CH:16]=3)[N:14]=[C:13]2[N:15]=1.[F:1][C:2]1[CH:3]=[CH:4][C:5]([O:6][CH2:7][CH2:8][CH2:9][C:10]2[N:14]=[C:13]([NH2:15])[NH:12][N:11]=2)=[CH:16][CH:17]=1. The yield is 0.720. (6) The reactants are [C:1]([O:5][C:6]([N:8]([O:19][CH2:20][CH2:21][NH:22]C(OCC1C=CC=CC=1)=O)[C:9]([NH:11][C:12]([O:14][C:15]([CH3:18])([CH3:17])[CH3:16])=[O:13])=[NH:10])=[O:7])([CH3:4])([CH3:3])[CH3:2]. The catalyst is C(O)C.O1CCCC1.[Pd]. The product is [C:1]([O:5][C:6]([N:8]([O:19][CH2:20][CH2:21][NH2:22])[C:9]([NH:11][C:12]([O:14][C:15]([CH3:17])([CH3:16])[CH3:18])=[O:13])=[NH:10])=[O:7])([CH3:4])([CH3:3])[CH3:2]. The yield is 0.610. (7) The reactants are [H-].[Na+].[C:3]([N:22]1[N:26]=[N:25][C:24]([CH2:27][C:28]#[N:29])=[N:23]1)([C:16]1[CH:21]=[CH:20][CH:19]=[CH:18][CH:17]=1)([C:10]1[CH:15]=[CH:14][CH:13]=[CH:12][CH:11]=1)[C:4]1[CH:9]=[CH:8][CH:7]=[CH:6][CH:5]=1.[C:30]1(=O)[CH2:34][CH2:33][CH2:32][CH2:31]1. The catalyst is C1COCC1. The product is [C:30]1(=[C:27]([C:24]2[N:25]=[N:26][N:22]([C:3]([C:4]3[CH:9]=[CH:8][CH:7]=[CH:6][CH:5]=3)([C:10]3[CH:15]=[CH:14][CH:13]=[CH:12][CH:11]=3)[C:16]3[CH:17]=[CH:18][CH:19]=[CH:20][CH:21]=3)[N:23]=2)[C:28]#[N:29])[CH2:34][CH2:33][CH2:32][CH2:31]1. The yield is 0.740. (8) The reactants are [C:1]([O:5][C:6](=[O:30])[N:7]([C:9]1[CH:10]=[C:11]2[C:16](=[CH:17][C:18]=1[F:19])[C:15](=[O:20])[N:14]([C:21]1[CH:26]=[CH:25][C:24]([N+:27]([O-])=O)=[CH:23][CH:22]=1)[CH:13]=[CH:12]2)[CH3:8])([CH3:4])([CH3:3])[CH3:2]. The yield is 0.920. The catalyst is C(OCC)(=O)C.C(O)C.[Pd]. The product is [C:1]([O:5][C:6](=[O:30])[N:7]([C:9]1[CH:10]=[C:11]2[C:16](=[CH:17][C:18]=1[F:19])[C:15](=[O:20])[N:14]([C:21]1[CH:22]=[CH:23][C:24]([NH2:27])=[CH:25][CH:26]=1)[CH:13]=[CH:12]2)[CH3:8])([CH3:4])([CH3:2])[CH3:3]. (9) The reactants are [Cl:1][C:2]1[C:3]([F:26])=[C:4]([NH:9][C:10]2[C:19]3[C:14](=[CH:15][C:16]([O:21][CH2:22][CH2:23][O:24][CH3:25])=[C:17]([NH2:20])[CH:18]=3)[N:13]=[CH:12][N:11]=2)[CH:5]=[CH:6][C:7]=1[Cl:8].[Br:27][CH2:28]/[CH:29]=[CH:30]/[C:31](Cl)=[O:32].CCO. The catalyst is C1COCC1. The product is [Br:27][CH2:28]/[CH:29]=[CH:30]/[C:31]([NH:20][C:17]1[CH:18]=[C:19]2[C:14](=[CH:15][C:16]=1[O:21][CH2:22][CH2:23][O:24][CH3:25])[N:13]=[CH:12][N:11]=[C:10]2[NH:9][C:4]1[CH:5]=[CH:6][C:7]([Cl:8])=[C:2]([Cl:1])[C:3]=1[F:26])=[O:32]. The yield is 0.480.